From a dataset of Forward reaction prediction with 1.9M reactions from USPTO patents (1976-2016). Predict the product of the given reaction. (1) Given the reactants [OH:1][C@@H:2]([C@H:4]1[C:34](=[O:35])[N:6]2[C:7]([C:21]([O:23]CC3C=CC([N+]([O-])=O)=CC=3)=[O:22])=[C:8]([C:11]3[S:15][C:14]4=[C:16]([S:19][CH3:20])[N:17]=[CH:18][N:13]4[CH:12]=3)[C@H:9]([CH3:10])[C@H:5]12)[CH3:3].Br[CH2:37][CH2:38][CH2:39][NH:40][C:41]([N:43]1[CH2:48][CH2:47][N:46]([C:49]2[CH:54]=[CH:53][CH:52]=[CH:51][CH:50]=2)[CH2:45][CH2:44]1)=[O:42].[I-].[Na+], predict the reaction product. The product is: [OH:1][C@@H:2]([C@H:4]1[C:34](=[O:35])[N:6]2[C:7]([C:21]([O-:23])=[O:22])=[C:8]([C:11]3[S:15][C:14]4=[C:16]([S:19][CH3:20])[N:17]([CH2:37][CH2:38][CH2:39][NH:40][C:41]([N:43]5[CH2:48][CH2:47][N:46]([C:49]6[CH:54]=[CH:53][CH:52]=[CH:51][CH:50]=6)[CH2:45][CH2:44]5)=[O:42])[CH:18]=[N+:13]4[CH:12]=3)[C@H:9]([CH3:10])[C@H:5]12)[CH3:3]. (2) Given the reactants [CH3:1][O:2][CH2:3][C:4]1[CH:5]=[CH:6][C:7](B2OC(C)(C)C(C)(C)O2)=[C:8]([NH:10]C(=O)OC(C)(C)C)[CH:9]=1.Br[C:28]1[C:29]([C:34]#[N:35])=[N:30][CH:31]=[CH:32][CH:33]=1.C(=O)([O-])[O-].[K+].[K+], predict the reaction product. The product is: [CH3:1][O:2][CH2:3][C:4]1[CH:5]=[CH:6][C:7]2=[C:28]3[C:29](=[C:34]([NH2:35])[N:10]=[C:8]2[CH:9]=1)[N:30]=[CH:31][CH:32]=[CH:33]3. (3) Given the reactants C([O:8][C:9]1[CH:10]=[C:11]([CH:47]=[CH:48][C:49]=1[O:50]CC1C=CC=CC=1)[CH2:12][N:13]1[CH2:33][C@@H:32]2[C:15]3([C:19](=[O:20])[N:18]([CH2:21][CH2:22][N:23]4[CH2:28][CH2:27][O:26][CH2:25][CH2:24]4)[C:17](=[O:29])[N:16]3[C@H:30]([C:34]3[C:43]4[C:38](=[CH:39][CH:40]=[CH:41][CH:42]=4)[C:37]([N:44]([CH3:46])[CH3:45])=[CH:36][CH:35]=3)[CH2:31]2)[CH2:14]1)C1C=CC=CC=1, predict the reaction product. The product is: [OH:8][C:9]1[CH:10]=[C:11]([CH:47]=[CH:48][C:49]=1[OH:50])[CH2:12][N:13]1[CH2:33][C@@H:32]2[C:15]3([C:19](=[O:20])[N:18]([CH2:21][CH2:22][N:23]4[CH2:24][CH2:25][O:26][CH2:27][CH2:28]4)[C:17](=[O:29])[N:16]3[C@H:30]([C:34]3[C:43]4[C:38](=[CH:39][CH:40]=[CH:41][CH:42]=4)[C:37]([N:44]([CH3:45])[CH3:46])=[CH:36][CH:35]=3)[CH2:31]2)[CH2:14]1. (4) Given the reactants [CH2:1]([O:3][C:4]([C:6]1[NH:7][C:8]2[C:13]([CH:14]=1)=[CH:12][CH:11]=[C:10]([CH3:15])[C:9]=2[CH3:16])=[O:5])[CH3:2].[C:17]([O:21][C:22]([N:24]1[CH2:28][C@H:27]([CH3:29])OS1(=O)=O)=[O:23])([CH3:20])([CH3:19])[CH3:18], predict the reaction product. The product is: [CH2:1]([O:3][C:4]([C:6]1[N:7]([C@H:27]([CH3:29])[CH2:28][NH:24][C:22]([O:21][C:17]([CH3:20])([CH3:19])[CH3:18])=[O:23])[C:8]2[C:13]([CH:14]=1)=[CH:12][CH:11]=[C:10]([CH3:15])[C:9]=2[CH3:16])=[O:5])[CH3:2]. (5) Given the reactants [O:1]=[C:2]1[N:7]2[CH2:8][CH:9]=[N:10][C:6]2=[N:5][C:4]([CH2:11][CH2:12][N:13]2[C:21]3[C:16](=[CH:17][C:18]([C:22](OCC)=[O:23])=[CH:19][CH:20]=3)[CH:15]=[N:14]2)=[CH:3]1.[S:27]([OH:31])(O)(=O)=[O:28].NC1[NH:34][CH:35]=[CH:36][N:37]=1.[C:38]([O-:41])(=[O:40])C.[NH4+], predict the reaction product. The product is: [O:1]=[C:2]1[N:7]2[CH2:8][CH:9]=[N:10][C:6]2=[N:5][C:4]([CH2:11][CH2:12][N:13]2[C:21]3[C:16](=[CH:17][C:18]([C:22]([NH:34][CH2:35][C@H:36]([NH:37][S:27]([C:16]4[CH:21]=[CH:20][CH:19]=[CH:18][CH:17]=4)(=[O:31])=[O:28])[C:38]([OH:41])=[O:40])=[O:23])=[CH:19][CH:20]=3)[CH:15]=[N:14]2)=[CH:3]1. (6) The product is: [CH2:26]([O:25][C:23]1[CH:24]=[C:19]([O:18][CH2:11][C:12]2[CH:17]=[CH:16][CH:15]=[CH:14][CH:13]=2)[CH:20]=[C:21]([OH:33])[C:22]=1[CH2:1]/[CH:2]=[CH:3]/[C:4]1[CH:9]=[CH:8][CH:7]=[CH:6][CH:5]=1)[C:27]1[CH:28]=[CH:29][CH:30]=[CH:31][CH:32]=1. Given the reactants [CH2:1](O)[CH:2]=[CH:3][C:4]1[CH:9]=[CH:8][CH:7]=[CH:6][CH:5]=1.[CH2:11]([O:18][C:19]1[CH:20]=[C:21]([OH:33])[CH:22]=[C:23]([O:25][CH2:26][C:27]2[CH:32]=[CH:31][CH:30]=[CH:29][CH:28]=2)[CH:24]=1)[C:12]1[CH:17]=[CH:16][CH:15]=[CH:14][CH:13]=1, predict the reaction product. (7) Given the reactants [C:12]([O:11][C:9](O[C:9]([O:11][C:12]([CH3:15])([CH3:14])[CH3:13])=[O:10])=[O:10])([CH3:15])([CH3:14])[CH3:13].[C:16]([SiH2:20][O:21][C:22]([CH3:41])([CH3:40])[C:23]1[N:28]=[C:27]([C@@H:29]([NH:31][CH2:32][CH2:33][C:34]2[CH:39]=[CH:38][CH:37]=[CH:36][CH:35]=2)[CH3:30])[CH:26]=[CH:25][CH:24]=1)([CH3:19])([CH3:18])[CH3:17].C(N(CC)CC)C, predict the reaction product. The product is: [C:12]([O:11][C:9](=[O:10])[N:31]([C@H:29]([C:27]1[CH:26]=[CH:25][CH:24]=[C:23]([C:22]([CH3:40])([CH3:41])[O:21][SiH2:20][C:16]([CH3:19])([CH3:18])[CH3:17])[N:28]=1)[CH3:30])[CH2:32][CH2:33][C:34]1[CH:35]=[CH:36][CH:37]=[CH:38][CH:39]=1)([CH3:13])([CH3:14])[CH3:15].